This data is from Full USPTO retrosynthesis dataset with 1.9M reactions from patents (1976-2016). The task is: Predict the reactants needed to synthesize the given product. Given the product [CH3:36][O:37][C:38]([C:40]1[CH:45]=[CH:44][C:43]([C:6]2[CH:5]=[CH:4][C:3]([CH:17]([CH3:35])[C:18]([OH:23])([C:24]3[CH:25]=[CH:26][C:27]4[O:31][C:30](=[O:32])[N:29]([CH3:33])[C:28]=4[CH:34]=3)[C:19]([F:22])([F:20])[F:21])=[C:2]([Cl:1])[CH:7]=2)=[CH:42][N:41]=1)=[O:39], predict the reactants needed to synthesize it. The reactants are: [Cl:1][C:2]1[CH:7]=[C:6](B2OC(C)(C)C(C)(C)O2)[CH:5]=[CH:4][C:3]=1[CH:17]([CH3:35])[C:18]([C:24]1[CH:25]=[CH:26][C:27]2[O:31][C:30](=[O:32])[N:29]([CH3:33])[C:28]=2[CH:34]=1)([OH:23])[C:19]([F:22])([F:21])[F:20].[CH3:36][O:37][C:38]([C:40]1[CH:45]=[CH:44][C:43](Br)=[CH:42][N:41]=1)=[O:39].